Dataset: Reaction yield outcomes from USPTO patents with 853,638 reactions. Task: Predict the reaction yield, written as a fraction of the theoretical maximum amount of product (1.0 means a 100% yield; for example, 0.34 means a 34% yield). (1) The reactants are Cl[C:2]1[CH:3]=[C:4]([C:9]2[N:13]3[CH:14]=[CH:15][C:16]([C:19]([OH:22])([CH3:21])[CH3:20])=[C:17]([F:18])[C:12]3=[N:11][CH:10]=2)[CH:5]=[CH:6][C:7]=1[F:8].[Cl:23][C:24]1[CH:29]=[C:28]([Cl:30])[CH:27]=[CH:26][C:25]=1B(O)O. No catalyst specified. The product is [Cl:23][C:24]1[CH:29]=[C:28]([Cl:30])[CH:27]=[CH:26][C:25]=1[C:2]1[CH:3]=[C:4]([C:9]2[N:13]3[CH:14]=[CH:15][C:16]([C:19]([OH:22])([CH3:21])[CH3:20])=[C:17]([F:18])[C:12]3=[N:11][CH:10]=2)[CH:5]=[CH:6][C:7]=1[F:8]. The yield is 0.0300. (2) The reactants are C[Al](C)C.[CH2:5]([N:7]1[CH2:12][CH2:11][N:10]([C:13]2[N:18]=[CH:17][C:16]([C:19]([O:21]C)=O)=[CH:15][N:14]=2)[CH2:9][CH:8]1[CH3:23])[CH3:6].[CH3:24][O:25][C:26]1[CH:27]=[C:28]([CH2:34][CH2:35][C:36]2[CH:37]=[C:38]([NH2:41])[NH:39][N:40]=2)[CH:29]=[C:30]([O:32][CH3:33])[CH:31]=1. The catalyst is C1(C)C=CC=CC=1. The product is [CH3:33][O:32][C:30]1[CH:29]=[C:28]([CH2:34][CH2:35][C:36]2[CH:37]=[C:38]([NH:41][C:19]([C:16]3[CH:17]=[N:18][C:13]([N:10]4[CH2:11][CH2:12][N:7]([CH2:5][CH3:6])[CH:8]([CH3:23])[CH2:9]4)=[N:14][CH:15]=3)=[O:21])[NH:39][N:40]=2)[CH:27]=[C:26]([O:25][CH3:24])[CH:31]=1. The yield is 0.490.